From a dataset of Reaction yield outcomes from USPTO patents with 853,638 reactions. Predict the reaction yield, written as a fraction of the theoretical maximum amount of product (1.0 means a 100% yield; for example, 0.34 means a 34% yield). (1) The reactants are [NH2:1][C:2]1[C:7]([O:8][C:9]2[CH:10]=[C:11]([CH:17]=[CH:18][C:19]=2[Cl:20])[C:12]([O:14][CH2:15][CH3:16])=[O:13])=[CH:6][C:5]([Br:21])=[CH:4][N:3]=1.[C:22]([N:30]=[C:31]=[S:32])(=[O:29])[C:23]1[CH:28]=[CH:27][CH:26]=[CH:25][CH:24]=1. The catalyst is C1COCC1. The product is [C:22]([NH:30][C:31](=[S:32])[NH:1][C:2]1[C:7]([O:8][C:9]2[CH:10]=[C:11]([CH:17]=[CH:18][C:19]=2[Cl:20])[C:12]([O:14][CH2:15][CH3:16])=[O:13])=[CH:6][C:5]([Br:21])=[CH:4][N:3]=1)(=[O:29])[C:23]1[CH:28]=[CH:27][CH:26]=[CH:25][CH:24]=1. The yield is 0.510. (2) The reactants are Cl[C:2]1[C:7]([C:8]([O:10][CH3:11])=[O:9])=[CH:6][N:5]=[C:4]([N:12]2[CH2:17][CH2:16][N:15]3[C:18]4[CH:24]=[C:23]([S:25]([CH3:28])(=[O:27])=[O:26])[C:22]([C:29]([O:31][CH3:32])=[O:30])=[CH:21][C:19]=4[N:20]=[C:14]3[C@H:13]2[CH:33]([CH3:35])[CH3:34])[N:3]=1.[CH3:36]B1OB(C)OB(C)O1.C([O-])([O-])=O.[K+].[K+]. The catalyst is O1CCOCC1.C1C=CC([P]([Pd]([P](C2C=CC=CC=2)(C2C=CC=CC=2)C2C=CC=CC=2)([P](C2C=CC=CC=2)(C2C=CC=CC=2)C2C=CC=CC=2)[P](C2C=CC=CC=2)(C2C=CC=CC=2)C2C=CC=CC=2)(C2C=CC=CC=2)C2C=CC=CC=2)=CC=1. The product is [CH:33]([C@H:13]1[N:12]([C:4]2[N:3]=[C:2]([CH3:36])[C:7]([C:8]([O:10][CH3:11])=[O:9])=[CH:6][N:5]=2)[CH2:17][CH2:16][N:15]2[C:18]3[CH:24]=[C:23]([S:25]([CH3:28])(=[O:27])=[O:26])[C:22]([C:29]([O:31][CH3:32])=[O:30])=[CH:21][C:19]=3[N:20]=[C:14]12)([CH3:35])[CH3:34]. The yield is 0.750. (3) The reactants are [Br:1][CH2:2][C:3]1[CH:8]=[C:7]([CH3:9])[CH:6]=[C:5]([O:10][CH3:11])[CH:4]=1.[CH:12]1[CH:17]=[CH:16][C:15]([P:18]([C:25]2[CH:30]=[CH:29][CH:28]=[CH:27][CH:26]=2)[C:19]2[CH:24]=[CH:23][CH:22]=[CH:21][CH:20]=2)=[CH:14][CH:13]=1.C1(C)C=CC=CC=1. The catalyst is CCCCCC. The product is [Br-:1].[CH3:11][O:10][C:5]1[CH:4]=[C:3]([CH:8]=[C:7]([CH3:9])[CH:6]=1)[CH2:2][P+:18]([C:19]1[CH:20]=[CH:21][CH:22]=[CH:23][CH:24]=1)([C:25]1[CH:30]=[CH:29][CH:28]=[CH:27][CH:26]=1)[C:15]1[CH:14]=[CH:13][CH:12]=[CH:17][CH:16]=1. The yield is 0.750. (4) The product is [F:11][C:12]1[CH:20]=[CH:19][C:18]([C:2]#[C:1][C:3]2[CH:4]=[N:5][CH:6]=[C:7]([O:9][CH3:10])[CH:8]=2)=[CH:17][C:13]=1[C:14]([OH:16])=[O:15]. The yield is 0.540. The catalyst is C1(C=CC=CC=1)[P](C1C=CC=CC=1)(C1C=CC=CC=1)[Pd][P](C1C=CC=CC=1)(C1C=CC=CC=1)C1C=CC=CC=1.[Cu]I. The reactants are [C:1]([C:3]1[CH:4]=[N:5][CH:6]=[C:7]([O:9][CH3:10])[CH:8]=1)#[CH:2].[F:11][C:12]1[CH:20]=[CH:19][C:18](I)=[CH:17][C:13]=1[C:14]([OH:16])=[O:15].C(N(CC)CC)C. (5) The reactants are [CH3:1][C:2]1[CH:3]=[C:4]([C:8]2([C:11]#[N:12])[CH2:10][CH2:9]2)[N:5]=[N:6][CH:7]=1.[Se](=O)=[O:14].[OH2:16]. The catalyst is N1C=CC=CC=1. The product is [C:11]([C:8]1([C:4]2[N:5]=[N:6][CH:7]=[C:2]([C:1]([OH:14])=[O:16])[CH:3]=2)[CH2:10][CH2:9]1)#[N:12]. The yield is 0.360. (6) The reactants are Br[C@@H:2]([C@:7]([O:11][CH2:12][O:13][CH3:14])([CH2:9][Br:10])[OH:8])[C:3]([O:5][CH3:6])=[O:4].[N-:15]=[N+:16]=[N-:17].[Na+]. The catalyst is CN(C=O)C. The product is [N:15]([C@H:2]([C@:7]([O:11][CH2:12][O:13][CH3:14])([CH2:9][Br:10])[OH:8])[C:3]([O:5][CH3:6])=[O:4])=[N+:16]=[N-:17]. The yield is 0.710. (7) The reactants are COC1C=C(OC)C=CC=1C[NH:6][C:7]1[C:8]2[CH:15]=[CH:14][N:13]([C@H:16]3[CH2:32][C@@H:19]4[O:20]C(C5C=CC(OC)=CC=5)[O:22][CH2:23][C@@H:18]4[CH2:17]3)[C:9]=2[N:10]=[CH:11][N:12]=1.COC1C=C(OC)C=CC=1CN.CC(O)=O. The catalyst is O.C1COCC1. The product is [NH2:6][C:7]1[C:8]2[CH:15]=[CH:14][N:13]([C@H:16]3[CH2:32][C@H:19]([OH:20])[C@H:18]([CH2:23][OH:22])[CH2:17]3)[C:9]=2[N:10]=[CH:11][N:12]=1. The yield is 0.730. (8) The reactants are [F:1][C:2]1[CH:19]=[C:18]([F:20])[CH:17]=[CH:16][C:3]=1[O:4][C:5]1[CH:10]=[C:9]([NH:11][C:12](=[O:14])[CH3:13])[C:8]([CH3:15])=[CH:7][N:6]=1.C(OC(=O)C)(=O)C.C([O-])(=O)C.[K+].[N:33](OCCC(C)C)=O.C(=O)([O-])[O-].[Na+].[Na+]. The catalyst is C1C=CC=CC=1.C(O)(=O)C. The product is [F:1][C:2]1[CH:19]=[C:18]([F:20])[CH:17]=[CH:16][C:3]=1[O:4][C:5]1[N:6]=[CH:7][C:8]2[CH:15]=[N:33][N:11]([C:12](=[O:14])[CH3:13])[C:9]=2[CH:10]=1. The yield is 0.110. (9) The reactants are [F:1][C:2]1[CH:7]=[CH:6][CH:5]=[CH:4][C:3]=1[C:8](=[O:11])[CH2:9]O.C(N(CC)CC)C.F.F.F.C(N(CC)CC)C.[F:29]C(F)(C(F)(F)F)C(F)(F)C(F)(F)S(F)(=O)=O.C(=O)([O-])O.[Na+]. The catalyst is ClCCl. The product is [F:29][CH2:9][C:8]([C:3]1[CH:4]=[CH:5][CH:6]=[CH:7][C:2]=1[F:1])=[O:11]. The yield is 0.610.